Predict the product of the given reaction. From a dataset of Forward reaction prediction with 1.9M reactions from USPTO patents (1976-2016). Given the reactants [S:1]([N:11]1[CH:15]=[CH:14][N:13]=[C:12]1[CH2:16][CH2:17][CH2:18]O)([C:4]1[CH:10]=[CH:9][C:7]([CH3:8])=[CH:6][CH:5]=1)(=[O:3])=[O:2].C1(P(C2C=CC=CC=2)C2C=CC=CC=2)C=CC=CC=1.[C:39]1(=[O:49])[NH:43][C:42](=[O:44])[C:41]2=[CH:45][CH:46]=[CH:47][CH:48]=[C:40]12.N(C(OC(C)C)=O)=NC(OC(C)C)=O, predict the reaction product. The product is: [S:1]([N:11]1[CH:15]=[CH:14][N:13]=[C:12]1[CH2:16][CH2:17][CH2:18][N:43]1[C:39](=[O:49])[C:40]2[C:41](=[CH:45][CH:46]=[CH:47][CH:48]=2)[C:42]1=[O:44])([C:4]1[CH:5]=[CH:6][C:7]([CH3:8])=[CH:9][CH:10]=1)(=[O:2])=[O:3].